Task: Predict the product of the given reaction.. Dataset: Forward reaction prediction with 1.9M reactions from USPTO patents (1976-2016) (1) Given the reactants [Cl:1][C:2]1[CH:3]=[C:4]2[C:12](=[CH:13][C:14]=1[Cl:15])[NH:11][C:10]1[C:9]([CH3:17])([CH3:16])[C:8]3[CH:18]=[C:19]([O:22]C)[CH:20]=[CH:21][C:7]=3[C:6](=[O:24])[C:5]2=1.[Cl-].[NH+]1C=CC=CC=1.C(OCC)(=O)C, predict the reaction product. The product is: [Cl:1][C:2]1[CH:3]=[C:4]2[C:12](=[CH:13][C:14]=1[Cl:15])[NH:11][C:10]1[C:9]([CH3:17])([CH3:16])[C:8]3[CH:18]=[C:19]([OH:22])[CH:20]=[CH:21][C:7]=3[C:6](=[O:24])[C:5]2=1. (2) Given the reactants Cl[C:2]1[S:6][C:5]([C:7]([O:9][CH3:10])=[O:8])=[CH:4][C:3]=1[N+:11]([O-:13])=[O:12].[Cl:14][C:15]1[CH:16]=[N+:17]([O-:23])[CH:18]=[C:19]([Cl:22])[C:20]=1[SH:21], predict the reaction product. The product is: [Cl:14][C:15]1[CH:16]=[N+:17]([O-:23])[CH:18]=[C:19]([Cl:22])[C:20]=1[S:21][C:2]1[S:6][C:5]([C:7]([O:9][CH3:10])=[O:8])=[CH:4][C:3]=1[N+:11]([O-:13])=[O:12]. (3) Given the reactants [Cl:1][C:2]1[CH:3]=[C:4]([CH:9]2[CH2:18][C:17]([CH3:20])([CH3:19])[C:16]3[N:15]=C(C#N)[CH:13]=[CH:12][C:11]=3[NH:10]2)[CH:5]=[CH:6][C:7]=1[F:8].[OH-:23].[Na+].Cl.[CH2:26]([OH:28])[CH3:27], predict the reaction product. The product is: [Cl:1][C:2]1[CH:3]=[C:4]([CH:9]2[CH2:18][C:17]([CH3:20])([CH3:19])[C:16]3[N:15]=[C:27]([C:26]([OH:23])=[O:28])[CH:13]=[CH:12][C:11]=3[NH:10]2)[CH:5]=[CH:6][C:7]=1[F:8]. (4) Given the reactants [NH2:1][C:2]1[CH:3]=[C:4]([C:9]([CH3:12])=[CH:10][CH:11]=1)[C:5]([O:7][CH3:8])=[O:6].C(N([CH2:18][CH3:19])CC)C.[Cl-:20], predict the reaction product. The product is: [CH3:8][O:7][C:5](=[O:6])[C:4]1[CH:3]=[C:2]([NH:1][C:5](=[O:6])[C:4]2[CH:9]=[CH:10][C:19]([CH2:18][Cl:20])=[CH:2][CH:3]=2)[CH:11]=[CH:10][C:9]=1[CH3:12]. (5) Given the reactants [Si:1]([O:8][CH2:9][C@@H:10]([N:18]([CH2:37][CH2:38][CH2:39][CH2:40][CH3:41])[S:19]([C:22]1[CH:27]=[CH:26][C:25]([CH2:28][O:29][Si:30]([C:33]([CH3:36])([CH3:35])[CH3:34])([CH3:32])[CH3:31])=[CH:24][CH:23]=1)(=[O:21])=[O:20])[CH2:11][CH2:12][C:13]([F:17])([F:16])[CH2:14][OH:15])([C:4]([CH3:7])([CH3:6])[CH3:5])([CH3:3])[CH3:2].[CH3:42][S:43](Cl)(=[O:45])=[O:44].[NH4+].[Cl-], predict the reaction product. The product is: [CH3:42][S:43]([O:15][CH2:14][C:13]([F:16])([F:17])[CH2:12][CH2:11][C@H:10]([N:18]([S:19]([C:22]1[CH:27]=[CH:26][C:25]([CH2:28][O:29][Si:30]([C:33]([CH3:36])([CH3:35])[CH3:34])([CH3:31])[CH3:32])=[CH:24][CH:23]=1)(=[O:20])=[O:21])[CH2:37][CH2:38][CH2:39][CH2:40][CH3:41])[CH2:9][O:8][Si:1]([C:4]([CH3:5])([CH3:6])[CH3:7])([CH3:3])[CH3:2])(=[O:45])=[O:44]. (6) Given the reactants [Cl:1][C:2]1[CH:7]=[C:6]([Cl:8])[CH:5]=[CH:4][C:3]=1[C@H:9]1[CH2:14][C@H:13]([C:15]2[O:19][NH:18][C:17](=[O:20])[CH:16]=2)[CH2:12][CH2:11][N:10]1C(OC)=O.Br, predict the reaction product. The product is: [Cl:1][C:2]1[CH:7]=[C:6]([Cl:8])[CH:5]=[CH:4][C:3]=1[C@H:9]1[CH2:14][C@H:13]([C:15]2[O:19][NH:18][C:17](=[O:20])[CH:16]=2)[CH2:12][CH2:11][NH:10]1. (7) Given the reactants C[O:2][C:3](=[O:33])[C:4]1[CH:9]=[CH:8][C:7]([CH2:10][N:11]([S:22]([C:25]2[CH:30]=[CH:29][C:28]([Cl:31])=[CH:27][CH:26]=2)(=[O:24])=[O:23])[C@@H:12]2[CH2:18][C:17]([CH3:20])([CH3:19])[CH2:16][CH2:15][NH:14][C:13]2=[O:21])=[C:6]([F:32])[CH:5]=1.[OH-].[Na+], predict the reaction product. The product is: [Cl:31][C:28]1[CH:29]=[CH:30][C:25]([S:22]([N:11]([CH2:10][C:7]2[CH:8]=[CH:9][C:4]([C:3]([OH:33])=[O:2])=[CH:5][C:6]=2[F:32])[C@@H:12]2[CH2:18][C:17]([CH3:20])([CH3:19])[CH2:16][CH2:15][NH:14][C:13]2=[O:21])(=[O:23])=[O:24])=[CH:26][CH:27]=1. (8) Given the reactants [Cl:1][C:2]1[C:3]([CH3:26])=[C:4]([S:8]([N:11]2[CH2:16][CH2:15][CH2:14][C@H:13]([C:17](=S)[NH:18][CH:19]3[CH2:24][CH2:23][CH2:22][CH2:21][CH2:20]3)[CH2:12]2)(=[O:10])=[O:9])[CH:5]=[CH:6][CH:7]=1.F[B-](F)(F)F.C([O+](CC)CC)C.[N:39]#[C:40][NH2:41].C(N(CC)CC)C, predict the reaction product. The product is: [Cl:1][C:2]1[C:3]([CH3:26])=[C:4]([S:8]([N:11]2[CH2:16][CH2:15][CH2:14][C@H:13]([C:17](=[N:41][C:40]#[N:39])[NH:18][CH:19]3[CH2:24][CH2:23][CH2:22][CH2:21][CH2:20]3)[CH2:12]2)(=[O:10])=[O:9])[CH:5]=[CH:6][CH:7]=1.